From a dataset of Peptide-MHC class I binding affinity with 185,985 pairs from IEDB/IMGT. Regression. Given a peptide amino acid sequence and an MHC pseudo amino acid sequence, predict their binding affinity value. This is MHC class I binding data. (1) The peptide sequence is KTTIKFHPW. The MHC is HLA-A03:01 with pseudo-sequence HLA-A03:01. The binding affinity (normalized) is 0.0847. (2) The peptide sequence is IPRNRDNLL. The MHC is HLA-A23:01 with pseudo-sequence HLA-A23:01. The binding affinity (normalized) is 0.0847. (3) The peptide sequence is GLFGAIAGFI. The MHC is HLA-A24:02 with pseudo-sequence HLA-A24:02. The binding affinity (normalized) is 0. (4) The peptide sequence is RRLRPGGKK. The MHC is Patr-A0301 with pseudo-sequence Patr-A0301. The binding affinity (normalized) is 0. (5) The peptide sequence is YTAVVPLVR. The MHC is HLA-B57:01 with pseudo-sequence HLA-B57:01. The binding affinity (normalized) is 0.110. (6) The peptide sequence is RTEILGLVK. The MHC is HLA-B58:01 with pseudo-sequence HLA-B58:01. The binding affinity (normalized) is 0.0847.